Dataset: Full USPTO retrosynthesis dataset with 1.9M reactions from patents (1976-2016). Task: Predict the reactants needed to synthesize the given product. (1) Given the product [Cl:1][C:2]1[CH:3]=[C:4]([S:8]([NH:11][CH2:12][C:13]2[O:14][C:15]([CH2:22][OH:21])=[C:16]([OH:20])[C:17](=[O:19])[CH:18]=2)(=[O:10])=[O:9])[CH:5]=[CH:6][CH:7]=1, predict the reactants needed to synthesize it. The reactants are: [Cl:1][C:2]1[CH:3]=[C:4]([S:8]([NH:11][CH2:12][C:13]2[O:14][CH:15]=[C:16]([OH:20])[C:17](=[O:19])[CH:18]=2)(=[O:10])=[O:9])[CH:5]=[CH:6][CH:7]=1.[OH:21][C:22]1C(=O)C=C(CNS(C2C=CC=CC=2)(=O)=O)OC=1CO. (2) Given the product [F:28][C:19]([F:27])([C:20]1[CH:25]=[CH:24][CH:23]=[CH:22][N+:21]=1[O-:26])[CH2:18][NH:17][C:3]1[N:4]([CH2:9][O:10][CH2:11][CH2:12][Si:13]([CH3:16])([CH3:15])[CH3:14])[CH:5]=[CH:6][C:7](=[O:8])[C:2]=1[NH:1][C:41](=[O:43])[CH2:40][C:35]1[CH:34]=[C:39]([N:51]2[N:50]=[N:60][CH:47]=[N:52]2)[CH:38]=[CH:37][N:36]=1, predict the reactants needed to synthesize it. The reactants are: [NH2:1][C:2]1[C:7](=[O:8])[CH:6]=[CH:5][N:4]([CH2:9][O:10][CH2:11][CH2:12][Si:13]([CH3:16])([CH3:15])[CH3:14])[C:3]=1[NH:17][CH2:18][C:19]([F:28])([F:27])[C:20]1[CH:25]=[CH:24][CH:23]=[CH:22][N+:21]=1[O-:26].N1([C:34]2[C:35]([CH2:40][C:41]([OH:43])=O)=[N:36][CH:37]=[CH:38][CH:39]=2)C=NN=N1.C1C=C[C:47]2[N:52](O)[N:51]=[N:50]C=2C=1.C(Cl)CCl.CC[N:60](C(C)C)C(C)C. (3) Given the product [Cl:12][C:13]1[CH:14]=[C:15]([C:20]2([C:42]([F:43])([F:45])[F:44])[O:24][N:23]=[C:22]([C:25]3[C:34]4[C:29](=[CH:30][CH:31]=[CH:32][CH:33]=4)[C:28]([C:35]([NH:37][CH2:38][CH2:39][S:40]([CH3:41])=[O:6])=[O:36])=[CH:27][CH:26]=3)[CH2:21]2)[CH:16]=[C:17]([Cl:19])[CH:18]=1, predict the reactants needed to synthesize it. The reactants are: ClC1C=C(C=CC=1)C(OO)=[O:6].[Cl:12][C:13]1[CH:14]=[C:15]([C:20]2([C:42]([F:45])([F:44])[F:43])[O:24][N:23]=[C:22]([C:25]3[C:34]4[C:29](=[CH:30][CH:31]=[CH:32][CH:33]=4)[C:28]([C:35]([NH:37][CH2:38][CH2:39][S:40][CH3:41])=[O:36])=[CH:27][CH:26]=3)[CH2:21]2)[CH:16]=[C:17]([Cl:19])[CH:18]=1. (4) Given the product [NH2:1][C:2]1[S:3][C:4](/[CH:7]=[CH:14]/[C:12]([O:11][CH2:9][CH3:10])=[O:13])=[CH:5][N:6]=1, predict the reactants needed to synthesize it. The reactants are: [NH2:1][C:2]1[S:3][C:4]([CH:7]=O)=[CH:5][N:6]=1.[CH2:9]([O:11][C:12]([CH:14]=P(C1C=CC=CC=1)(C1C=CC=CC=1)C1C=CC=CC=1)=[O:13])[CH3:10]. (5) Given the product [Br:24][C:21]1[CH:22]=[CH:23][C:18]([NH:17][C:8]2[C:7]([CH:5]=[O:6])=[C:15]3[N:11]([CH2:12][CH2:13][CH2:14]3)[C:10](=[O:16])[CH:9]=2)=[C:19]([F:25])[CH:20]=1, predict the reactants needed to synthesize it. The reactants are: COCN[C:5]([C:7]1[C:8]([NH:17][C:18]2[CH:23]=[CH:22][C:21]([Br:24])=[CH:20][C:19]=2[F:25])=[CH:9][C:10](=[O:16])[N:11]2[C:15]=1[CH2:14][CH2:13][CH2:12]2)=[O:6].